From a dataset of Reaction yield outcomes from USPTO patents with 853,638 reactions. Predict the reaction yield, written as a fraction of the theoretical maximum amount of product (1.0 means a 100% yield; for example, 0.34 means a 34% yield). (1) The product is [C:25]1([CH:30]2[CH2:29][CH2:28][N:33]([C:4](=[O:5])[CH2:3][C:2]([F:8])([F:7])[F:1])[CH2:31][CH2:32]2)[N:24]=[N:23][N:22]2[C:26]=1[C:27]1[CH:19]=[CH:18][NH:17][C:16]=1[N:15]=[CH:14]2. The yield is 0.340. The catalyst is O. The reactants are [F:1][C:2]([F:8])([F:7])[CH2:3][C:4](O)=[O:5].Cl.CN(C)CC[CH2:14][N:15]=[C:16]=[N:17][CH2:18][CH3:19].O[N:22]1[C:26]2[CH:27]=[CH:28][CH:29]=[CH:30][C:25]=2[N:24]=[N:23]1.[CH2:31]([N:33](CC)CC)[CH3:32]. (2) The reactants are [CH3:1][O-:2].[Na+].Cl[C:5]1[CH:14]=[CH:13][C:12]([N+:15]([O-:17])=[O:16])=[C:11]2[C:6]=1[CH:7]=[CH:8][CH:9]=[N:10]2. The catalyst is CO. The product is [CH3:1][O:2][C:5]1[CH:14]=[CH:13][C:12]([N+:15]([O-:17])=[O:16])=[C:11]2[C:6]=1[CH:7]=[CH:8][CH:9]=[N:10]2. The yield is 0.930. (3) The reactants are [C:1]([CH2:6][C:7]([O:9][CH2:10][CH3:11])=[O:8])(=[O:5])[CH:2]([CH3:4])[CH3:3].[NH:12]1CC[CH2:14][CH2:13]1.[N+](CC)([O-])=O.C(N(CC)CC)C.P(Cl)(Cl)(Cl)=O. The catalyst is C1(C)C=CC=CC=1.C(Cl)(Cl)Cl. The product is [CH:2]([C:1]1[O:5][N:12]=[C:13]([CH3:14])[C:6]=1[C:7]([O:9][CH2:10][CH3:11])=[O:8])([CH3:4])[CH3:3]. The yield is 0.550. (4) The reactants are Br[CH2:2][C:3]1[NH:8][C:7]([C:9]2[S:10][CH:11]=[N:12][N:13]=2)=[N:6][CH:5]([C:14]2[CH:19]=[CH:18][C:17]([F:20])=[CH:16][C:15]=2[Cl:21])[C:4]=1[C:22]([O:24][CH2:25][CH3:26])=[O:23].[NH:27]1[CH2:32][CH2:31][O:30][CH2:29][CH:28]1[C:33]([OH:35])=[O:34]. No catalyst specified. The product is [Cl:21][C:15]1[CH:16]=[C:17]([F:20])[CH:18]=[CH:19][C:14]=1[CH:5]1[N:6]=[C:7]([C:9]2[S:10][CH:11]=[N:12][N:13]=2)[NH:8][C:3]([CH2:2][N:27]2[CH2:32][CH2:31][O:30][CH2:29][CH:28]2[C:33]([OH:35])=[O:34])=[C:4]1[C:22]([O:24][CH2:25][CH3:26])=[O:23]. The yield is 0.610.